The task is: Predict the product of the given reaction.. This data is from Forward reaction prediction with 1.9M reactions from USPTO patents (1976-2016). (1) Given the reactants [CH2:1]([NH2:4])[CH2:2][CH3:3].[C:5]([O:9][C:10]([CH3:13])([CH3:12])[CH3:11])(=[O:8])[CH:6]=[CH2:7], predict the reaction product. The product is: [CH2:1]([NH:4][CH2:7][CH2:6][C:5]([O:9][C:10]([CH3:13])([CH3:12])[CH3:11])=[O:8])[CH2:2][CH3:3]. (2) Given the reactants [N+:1]([C:4]1[CH:5]=[C:6]([C:10]2[C:11]3[C:18]([C:19]([O:21][CH2:22][CH3:23])=[O:20])=[CH:17][NH:16][C:12]=3[N:13]=[CH:14][N:15]=2)[CH:7]=[CH:8][CH:9]=1)([O-:3])=[O:2].[H-].[Na+].[CH3:26][Si:27]([CH2:30][CH2:31][O:32][CH2:33]Cl)([CH3:29])[CH3:28], predict the reaction product. The product is: [N+:1]([C:4]1[CH:5]=[C:6]([C:10]2[C:11]3[C:18]([C:19]([O:21][CH2:22][CH3:23])=[O:20])=[CH:17][N:16]([CH2:33][O:32][CH2:31][CH2:30][Si:27]([CH3:29])([CH3:28])[CH3:26])[C:12]=3[N:13]=[CH:14][N:15]=2)[CH:7]=[CH:8][CH:9]=1)([O-:3])=[O:2].